From a dataset of Catalyst prediction with 721,799 reactions and 888 catalyst types from USPTO. Predict which catalyst facilitates the given reaction. (1) Reactant: [Br:1][C:2]1[CH:7]=[CH:6][C:5]([NH:8][C:9]2[C:10]([C:19](O)=[O:20])=[N:11][C:12]3[N:13]([N:16]=[CH:17][CH:18]=3)[C:14]=2[F:15])=[C:4]([F:22])[CH:3]=1.CCN=C=NCCCN(C)C.C1C=CC2N(O)[N:41]=[N:40]C=2C=1.NN.CCN(CC)CC. Product: [Br:1][C:2]1[CH:7]=[CH:6][C:5]([NH:8][C:9]2[C:10]([C:19]([NH:40][NH2:41])=[O:20])=[N:11][C:12]3[N:13]([N:16]=[CH:17][CH:18]=3)[C:14]=2[F:15])=[C:4]([F:22])[CH:3]=1. The catalyst class is: 31. (2) The catalyst class is: 46. Product: [C:37]([O:36][C:34](=[O:35])[N:24]([CH2:6][C:5]1[CH:8]=[CH:9][C:2]([Br:1])=[CH:3][C:4]=1[CH2:10][CH3:11])[CH2:23][CH:12]1[CH2:13][CH2:14]1)([CH3:40])([CH3:39])[CH3:38]. Reactant: [Br:1][C:2]1[CH:9]=[CH:8][C:5]([CH:6]=O)=[C:4]([CH2:10][CH3:11])[CH:3]=1.[CH:12]1(NC)[CH2:14][CH2:13]1.S([O-])([O-])(=O)=O.[Mg+2].[C:23]([BH3-])#[N:24].[Na+].C(N(CC)CC)C.[C:34](O[C:34]([O:36][C:37]([CH3:40])([CH3:39])[CH3:38])=[O:35])([O:36][C:37]([CH3:40])([CH3:39])[CH3:38])=[O:35]. (3) Reactant: [H-].[Na+].[C:3]1([CH3:19])[CH:8]=[C:7]([CH3:9])[CH:6]=[C:5]([CH3:10])[C:4]=1[CH:11]([C:16](=[O:18])[CH3:17])[C:12]([O:14][CH3:15])=[O:13].[Li]CCCC.[F:25][C:26]([F:39])([F:38])[C:27]1[CH:37]=[CH:36][C:30]([O:31][CH2:32][CH2:33][CH:34]=[O:35])=[CH:29][CH:28]=1. Product: [OH:35][CH:34]([CH2:33][CH2:32][O:31][C:30]1[CH:36]=[CH:37][C:27]([C:26]([F:25])([F:38])[F:39])=[CH:28][CH:29]=1)[CH2:17][C:16](=[O:18])[CH:11]([C:4]1[C:5]([CH3:10])=[CH:6][C:7]([CH3:9])=[CH:8][C:3]=1[CH3:19])[C:12]([O:14][CH3:15])=[O:13]. The catalyst class is: 1.